Dataset: NCI-60 drug combinations with 297,098 pairs across 59 cell lines. Task: Regression. Given two drug SMILES strings and cell line genomic features, predict the synergy score measuring deviation from expected non-interaction effect. (1) Drug 1: C1CC2CC3=C(CC1C24CN(S(=O)(=O)N4)CC(F)(F)F)C=CC(=C3)C=CCN5CCC(CC5)C(F)(F)F. Drug 2: CC1CCC2CC(C(=CC=CC=CC(CC(C(=O)C(C(C(=CC(C(=O)CC(OC(=O)C3CCCCN3C(=O)C(=O)C1(O2)O)C(C)CC4CCC(C(C4)OC)OP(=O)(C)C)C)C)O)OC)C)C)C)OC. Cell line: UACC62. Synergy scores: CSS=27.2, Synergy_ZIP=-8.53, Synergy_Bliss=-2.54, Synergy_Loewe=3.97, Synergy_HSA=5.14. (2) Drug 1: C1CC(C1)(C(=O)O)C(=O)O.[NH2-].[NH2-].[Pt+2]. Drug 2: CC1C(C(CC(O1)OC2CC(CC3=C2C(=C4C(=C3O)C(=O)C5=CC=CC=C5C4=O)O)(C(=O)C)O)N)O. Cell line: TK-10. Synergy scores: CSS=46.1, Synergy_ZIP=-2.70, Synergy_Bliss=-3.21, Synergy_Loewe=-8.86, Synergy_HSA=-0.980. (3) Drug 1: CN(C)C1=NC(=NC(=N1)N(C)C)N(C)C. Drug 2: C1=CC(=CC=C1CCCC(=O)O)N(CCCl)CCCl. Cell line: OVCAR3. Synergy scores: CSS=19.7, Synergy_ZIP=-4.34, Synergy_Bliss=-1.45, Synergy_Loewe=-15.8, Synergy_HSA=-3.73. (4) Drug 1: C1=NC2=C(N1)C(=S)N=C(N2)N. Drug 2: CC(C1=C(C=CC(=C1Cl)F)Cl)OC2=C(N=CC(=C2)C3=CN(N=C3)C4CCNCC4)N. Cell line: LOX IMVI. Synergy scores: CSS=47.8, Synergy_ZIP=0.422, Synergy_Bliss=-1.34, Synergy_Loewe=-2.04, Synergy_HSA=0.259. (5) Drug 1: COC1=NC(=NC2=C1N=CN2C3C(C(C(O3)CO)O)O)N. Drug 2: C1C(C(OC1N2C=NC3=C2NC=NCC3O)CO)O. Cell line: A498. Synergy scores: CSS=-4.47, Synergy_ZIP=2.82, Synergy_Bliss=0.811, Synergy_Loewe=-4.13, Synergy_HSA=-5.07. (6) Drug 1: CN(CC1=CN=C2C(=N1)C(=NC(=N2)N)N)C3=CC=C(C=C3)C(=O)NC(CCC(=O)O)C(=O)O. Drug 2: C1CN1P(=S)(N2CC2)N3CC3. Cell line: A498. Synergy scores: CSS=29.6, Synergy_ZIP=-1.79, Synergy_Bliss=2.37, Synergy_Loewe=-7.58, Synergy_HSA=3.52.